The task is: Predict which catalyst facilitates the given reaction.. This data is from Catalyst prediction with 721,799 reactions and 888 catalyst types from USPTO. (1) Reactant: [Cl:1][C:2]1[CH:3]=[C:4]([C:12]2[O:16][N:15]=[C:14]([C:17]3[CH:18]=[CH:19][CH:20]=[C:21]4[C:25]=3[N:24]([CH3:26])[CH:23]=[C:22]4[CH2:27][CH2:28][CH2:29][C:30]([O:32]CC)=[O:31])[N:13]=2)[CH:5]=[CH:6][C:7]=1[O:8][CH:9]([CH3:11])[CH3:10].[OH-].[Na+].Cl. Product: [Cl:1][C:2]1[CH:3]=[C:4]([C:12]2[O:16][N:15]=[C:14]([C:17]3[CH:18]=[CH:19][CH:20]=[C:21]4[C:25]=3[N:24]([CH3:26])[CH:23]=[C:22]4[CH2:27][CH2:28][CH2:29][C:30]([OH:32])=[O:31])[N:13]=2)[CH:5]=[CH:6][C:7]=1[O:8][CH:9]([CH3:10])[CH3:11]. The catalyst class is: 1. (2) Product: [F:41][C:13]1[CH:12]=[C:11]([CH:16]=[CH:15][C:14]=1[O:17][CH:18]([C:25]1[CH:30]=[CH:29][C:28]([C:31]2[CH:32]=[CH:33][C:34]([C:37]([F:38])([F:39])[F:40])=[CH:35][CH:36]=2)=[CH:27][CH:26]=1)[CH2:19][CH2:20][CH2:21][CH2:22][CH2:23][CH3:24])[C:10]([NH:9][CH2:8][CH2:7][C:6]([OH:43])=[O:5])=[O:42]. The catalyst class is: 8. Reactant: [OH-].[Na+].C([O:5][C:6](=[O:43])[CH2:7][CH2:8][NH:9][C:10](=[O:42])[C:11]1[CH:16]=[CH:15][C:14]([O:17][CH:18]([C:25]2[CH:30]=[CH:29][C:28]([C:31]3[CH:36]=[CH:35][C:34]([C:37]([F:40])([F:39])[F:38])=[CH:33][CH:32]=3)=[CH:27][CH:26]=2)[CH2:19][CH2:20][CH2:21][CH2:22][CH2:23][CH3:24])=[C:13]([F:41])[CH:12]=1)C. (3) Reactant: [CH3:1][C:2]1([N:12]2[CH2:17][CH2:16][C:15](=O)[CH2:14][CH2:13]2)[C:11]2[C:6](=[CH:7][CH:8]=[CH:9][CH:10]=2)[CH2:5][CH2:4][CH2:3]1.[NH2:19][C:20]1[CH:25]=[CH:24][CH:23]=[CH:22][C:21]=1[CH2:26][C:27]([O:29]C)=O.C(O)(=O)C.C(O[BH-](OC(=O)C)OC(=O)C)(=O)C.[Na+]. Product: [CH3:1][C:2]1([N:12]2[CH2:17][CH2:16][CH:15]([N:19]3[C:20]4[C:21](=[CH:22][CH:23]=[CH:24][CH:25]=4)[CH2:26][C:27]3=[O:29])[CH2:14][CH2:13]2)[C:11]2[C:6](=[CH:7][CH:8]=[CH:9][CH:10]=2)[CH2:5][CH2:4][CH2:3]1. The catalyst class is: 4. (4) Reactant: [C:1]([O:5][C:6]([N:8]1[C@@H:13]([CH3:14])[CH2:12][N:11]2[N:15]=[CH:16][C:17]([N:18]3[C:22](=[O:23])[CH2:21][C:20]([CH3:27])([C:24](O)=[O:25])[CH2:19]3)=[C:10]2[CH2:9]1)=[O:7])([CH3:4])([CH3:3])[CH3:2].CN1CCOCC1.ClC(OCC(C)C)=O.[BH4-].[Na+]. Product: [OH:25][CH2:24][C:20]1([CH3:27])[CH2:19][N:18]([C:17]2[CH:16]=[N:15][N:11]3[CH2:12][C@H:13]([CH3:14])[N:8]([C:6]([O:5][C:1]([CH3:4])([CH3:3])[CH3:2])=[O:7])[CH2:9][C:10]=23)[C:22](=[O:23])[CH2:21]1. The catalyst class is: 1. (5) Reactant: CC[O:3][C:4]([C@@:6]12[CH2:26][CH2:25][C@:24]3([CH3:27])[C@H:11]([CH2:12][CH2:13][C@H:14]4[C@@:23]3([CH3:28])[CH2:22][CH2:21][C@@H:20]3[C@:15]4([CH3:32])[CH2:16][CH2:17][C@H:18]([OH:31])[C:19]3([CH3:30])[CH3:29])[C@H:10]1[C@H:9]([C:33]([CH3:35])=[CH2:34])[CH2:8][CH2:7]2)=[O:5].O.[OH-].[K+]. Product: [CH3:35][C:33]([C@H:9]1[C@@H:10]2[C@@H:11]3[C@@:24]([CH3:27])([CH2:25][CH2:26][C@@:6]2([C:4]([OH:5])=[O:3])[CH2:7][CH2:8]1)[C@@:23]1([CH3:28])[C@@H:14]([C@:15]2([CH3:32])[C@@H:20]([CH2:21][CH2:22]1)[C:19]([CH3:29])([CH3:30])[C@@H:18]([OH:31])[CH2:17][CH2:16]2)[CH2:13][CH2:12]3)=[CH2:34]. The catalyst class is: 5. (6) Reactant: C(N(CC)CC)C.[CH2:8]([N:11]([CH2:22][CH:23]=[CH2:24])[S:12]([C:15]1[CH:16]=[N:17][CH:18]=[CH:19][C:20]=1[NH2:21])(=[O:14])=[O:13])[CH:9]=[CH2:10].[Br:25][C:26]1[CH:31]=[CH:30][C:29](/[CH:32]=[CH:33]/[S:34](Cl)(=[O:36])=[O:35])=[CH:28][CH:27]=1. Product: [CH2:22]([N:11]([CH2:8][CH:9]=[CH2:10])[S:12]([C:15]1[CH:16]=[N:17][CH:18]=[CH:19][C:20]=1[NH:21][S:34](/[CH:33]=[CH:32]/[C:29]1[CH:30]=[CH:31][C:26]([Br:25])=[CH:27][CH:28]=1)(=[O:35])=[O:36])(=[O:14])=[O:13])[CH:23]=[CH2:24]. The catalyst class is: 17.